Dataset: Catalyst prediction with 721,799 reactions and 888 catalyst types from USPTO. Task: Predict which catalyst facilitates the given reaction. (1) Reactant: [F:1][C:2]1[CH:3]=[C:4]([CH:30]=[C:31]([F:33])[CH:32]=1)[CH2:5][NH:6][C:7]1[CH:12]=[C:11]([NH:13][C:14]2[CH:19]=[CH:18][C:17]([N:20]3[CH2:25][CH2:24][NH:23][CH2:22][CH2:21]3)=[CH:16][CH:15]=2)[N:10]=[CH:9][C:8]=1[CH2:26][C:27]([NH2:29])=[O:28].C(O)(=O)C.C(O[BH-](OC(=O)C)OC(=O)C)(=O)C.[Na+].[C:52]([NH:59][CH2:60][CH:61]=O)([O:54][C:55]([CH3:58])([CH3:57])[CH3:56])=[O:53]. Product: [C:55]([O:54][C:52]([NH:59][CH2:60][CH2:61][N:23]1[CH2:24][CH2:25][N:20]([C:17]2[CH:16]=[CH:15][C:14]([NH:13][C:11]3[N:10]=[CH:9][C:8]([CH2:26][C:27]([NH2:29])=[O:28])=[C:7]([NH:6][CH2:5][C:4]4[CH:3]=[C:2]([F:1])[CH:32]=[C:31]([F:33])[CH:30]=4)[CH:12]=3)=[CH:19][CH:18]=2)[CH2:21][CH2:22]1)=[O:53])([CH3:58])([CH3:57])[CH3:56]. The catalyst class is: 22. (2) Reactant: [N:1]1[C:5]2[CH:6]=[CH:7][CH:8]=[CH:9][C:4]=2[NH:3][CH:2]=1.C([O-])([O-])=O.[K+].[K+].Br[CH2:17][C:18]1[CH:23]=[CH:22][C:21]([C:24]2[CH:28]=[C:27]([C:29]([NH2:31])=[O:30])[O:26][N:25]=2)=[CH:20][CH:19]=1. Product: [N:1]1([CH2:17][C:18]2[CH:19]=[CH:20][C:21]([C:24]3[CH:28]=[C:27]([C:29]([NH2:31])=[O:30])[O:26][N:25]=3)=[CH:22][CH:23]=2)[C:5]2[CH:6]=[CH:7][CH:8]=[CH:9][C:4]=2[N:3]=[CH:2]1. The catalyst class is: 23. (3) Product: [C:2]1([N:8]2[CH2:13][CH2:12][CH2:11][CH2:10][CH2:9]2)[CH:7]=[CH:6][CH:5]=[CH:4][CH:3]=1. Reactant: Br[C:2]1[CH:7]=[CH:6][CH:5]=[CH:4][CH:3]=1.[NH:8]1[CH2:13][CH2:12][CH2:11][CH2:10][CH2:9]1. The catalyst class is: 11. (4) Reactant: [O:1]1CCCOC1.[Cl:7][C:8]1[CH:31]=[CH:30][C:11](/[CH:12]=[CH:13]/[C@@H:14]2[CH:19]([NH:20][C:21](=[O:27])[O:22][C:23]([CH3:26])([CH3:25])[CH3:24])[CH2:18]CC(C)(C)[O:15]2)=[CH:10][CH:9]=1.CC1C=CC(S(O)(=O)=O)=CC=1. Product: [Cl:7][C:8]1[CH:31]=[CH:30][C:11](/[CH:12]=[CH:13]/[C@@H:14]([OH:15])[CH:19]([NH:20][C:21](=[O:27])[O:22][C:23]([CH3:26])([CH3:25])[CH3:24])[CH2:18][OH:1])=[CH:10][CH:9]=1. The catalyst class is: 14. (5) Reactant: [CH2:1]([N:8]1[CH:13]=[CH:12][CH:11]=[C:10]([C:14]([NH:16][C@@H:17]([CH2:23][CH2:24][CH2:25][CH2:26][NH:27][S:28]([C:31]2[CH:36]=[CH:35][C:34]([CH3:37])=[CH:33][CH:32]=2)(=[O:30])=[O:29])[C:18]([O:20]CC)=[O:19])=[O:15])[C:9]1=[O:38])[C:2]1[CH:7]=[CH:6][CH:5]=[CH:4][CH:3]=1.[OH-].[Na+]. Product: [CH2:1]([N:8]1[CH:13]=[CH:12][CH:11]=[C:10]([C:14]([NH:16][C@@H:17]([CH2:23][CH2:24][CH2:25][CH2:26][NH:27][S:28]([C:31]2[CH:32]=[CH:33][C:34]([CH3:37])=[CH:35][CH:36]=2)(=[O:30])=[O:29])[C:18]([OH:20])=[O:19])=[O:15])[C:9]1=[O:38])[C:2]1[CH:3]=[CH:4][CH:5]=[CH:6][CH:7]=1. The catalyst class is: 14. (6) Reactant: [Cl:1][C:2]1[CH:3]=[C:4]([NH:9][C:10]2[CH:11]=[C:12]3[C:16](=[CH:17][CH:18]=2)[CH2:15][CH:14]([NH:19][C:20]2[CH:29]=[CH:28][C:27]([N+:30]([O-:32])=[O:31])=[CH:26][C:21]=2[C:22]([O:24]C)=[O:23])[CH2:13]3)[CH:5]=[CH:6][C:7]=1[Cl:8].[OH-].[Na+]. Product: [Cl:1][C:2]1[CH:3]=[C:4]([NH:9][C:10]2[CH:11]=[C:12]3[C:16](=[CH:17][CH:18]=2)[CH2:15][CH:14]([NH:19][C:20]2[CH:29]=[CH:28][C:27]([N+:30]([O-:32])=[O:31])=[CH:26][C:21]=2[C:22]([OH:24])=[O:23])[CH2:13]3)[CH:5]=[CH:6][C:7]=1[Cl:8]. The catalyst class is: 36.